From a dataset of Catalyst prediction with 721,799 reactions and 888 catalyst types from USPTO. Predict which catalyst facilitates the given reaction. (1) Reactant: C([O:5][C:6]([N:8]1[CH2:13][CH:12]2[CH2:14][CH:9]1[CH2:10][N:11]2[C:15]1[CH:23]=[CH:22][C:18]([C:19](O)=[O:20])=[CH:17][CH:16]=1)=[O:7])(C)(C)C.[CH2:24](Cl)CCl.[CH:28]1[CH:29]=[CH:30][C:31]2[N:36](O)N=[N:34][C:32]=2[CH:33]=1.[C:38]1(N)[CH:43]=[CH:42][CH:41]=[CH:40][C:39]=1N. Product: [NH2:36][C:31]1[CH:30]=[CH:29][CH:28]=[CH:33][C:32]=1[NH:34][C:19]([C:18]1[CH:17]=[CH:16][C:15]([N:11]2[CH2:10][CH:9]3[CH2:14][CH:12]2[CH2:13][N:8]3[C:6]([O:5][CH2:24][C:38]2[CH:43]=[CH:42][CH:41]=[CH:40][CH:39]=2)=[O:7])=[CH:23][CH:22]=1)=[O:20]. The catalyst class is: 3. (2) Reactant: [C:1]1([CH3:10])[CH:6]=[CH:5][C:4]([N:7]=[C:8]=[S:9])=[CH:3][CH:2]=1.[CH3:11][C:12]([CH3:19])([CH:17]=[CH2:18])[CH2:13][CH2:14][Mg]Br.[Cl-].[NH4+]. Product: [C:1]1([CH3:10])[CH:6]=[CH:5][C:4]([NH:7][C:8](=[S:9])[CH2:18][CH2:17][C:12]([CH3:19])([CH3:11])[CH:13]=[CH2:14])=[CH:3][CH:2]=1. The catalyst class is: 7. (3) Reactant: [OH:1][C:2]1([CH2:15][N:16]2[C:21](=[O:22])[C:20]3[NH:23][N:24]=[C:25]([C:26]4[CH:31]=[CH:30][CH:29]=[CH:28][CH:27]=4)[C:19]=3[N:18]=[CH:17]2)[CH2:7][CH2:6][N:5](C(OC(C)(C)C)=O)[CH2:4][CH2:3]1.[C:32]([OH:38])([C:34]([F:37])([F:36])[F:35])=[O:33]. Product: [F:35][C:34]([F:37])([F:36])[C:32]([OH:38])=[O:33].[OH:1][C:2]1([CH2:15][N:16]2[C:21](=[O:22])[C:20]3[NH:23][N:24]=[C:25]([C:26]4[CH:31]=[CH:30][CH:29]=[CH:28][CH:27]=4)[C:19]=3[N:18]=[CH:17]2)[CH2:7][CH2:6][NH:5][CH2:4][CH2:3]1. The catalyst class is: 4. (4) Product: [Br:17][CH:10]([C:9](=[O:16])[CH2:8][C:5]1[CH:4]=[CH:3][C:2]([Cl:1])=[CH:7][CH:6]=1)[C:11]([O:13][CH2:14][CH3:15])=[O:12]. Reactant: [Cl:1][C:2]1[CH:7]=[CH:6][C:5]([CH2:8][C:9](=[O:16])[CH2:10][C:11]([O:13][CH2:14][CH3:15])=[O:12])=[CH:4][CH:3]=1.[Br:17]N1C(=O)CCC1=O.OS([O-])=O.[Na+]. The catalyst class is: 2. (5) Reactant: [CH3:1][C:2]1[N:12]=[C:11]2[N:6]([CH2:7][CH2:8][CH2:9][CH:10]2[OH:13])[C:4](=[O:5])[C:3]=1[CH2:14][CH2:15][N:16]1[CH2:21][CH2:20][CH:19]([C:22]2[C:23]3[CH:24]=[CH:25][C:26]([F:31])=[CH:27][C:28]=3[O:29][N:30]=2)[CH2:18][CH2:17]1.[NH:32]([C:38]([O:40]C(C)(C)C)=O)[CH2:33][CH2:34][C:35]([OH:37])=O.C1(N=C=N[CH:54]2[CH2:59][CH2:58]CCC2)CCCCC1.[C:60](=O)(O)[O-].[Na+]. Product: [C:38]([NH:32][CH2:33][CH2:34][C:35]([O:13][CH:10]1[C:11]2=[N:12][C:2]([CH3:1])=[C:3]([CH2:14][CH2:15][N:16]3[CH2:21][CH2:20][CH:19]([C:22]4[C:23]5[CH:24]=[CH:25][C:26]([F:31])=[CH:27][C:28]=5[O:29][N:30]=4)[CH2:18][CH2:17]3)[C:4](=[O:5])[N:6]2[CH2:7][CH2:8][CH2:9]1)=[O:37])(=[O:40])[C:59]([CH3:58])([CH3:54])[CH3:60]. The catalyst class is: 112. (6) Reactant: Br[C:2]1[CH:11]=[CH:10][C:9]2[C:4](=[CH:5][CH:6]=[C:7]([OH:12])[CH:8]=2)[CH:3]=1.B1(B2OC(C)(C)C(C)(C)O2)OC(C)(C)C(C)(C)O1.ClCCl.C([O-])(=O)C.[K+].Br[C:40]1[C:48]2[C:43](=[CH:44][CH:45]=[C:46]([C:49]#[N:50])[CH:47]=2)[N:42]([CH:51]2[CH2:56][CH2:55][CH2:54][CH2:53][O:52]2)[N:41]=1.P([O-])([O-])([O-])=O.[K+].[K+].[K+]. Product: [OH:12][C:7]1[CH:8]=[C:9]2[C:4](=[CH:5][CH:6]=1)[CH:3]=[C:2]([C:40]1[C:48]3[C:43](=[CH:44][CH:45]=[C:46]([C:49]#[N:50])[CH:47]=3)[N:42]([CH:51]3[CH2:56][CH2:55][CH2:54][CH2:53][O:52]3)[N:41]=1)[CH:11]=[CH:10]2. The catalyst class is: 3.